Dataset: Forward reaction prediction with 1.9M reactions from USPTO patents (1976-2016). Task: Predict the product of the given reaction. Given the reactants Cl[C:2]1[CH:11]=[CH:10][C:9]2[C:4](=[CH:5][CH:6]=[C:7]([N+:12]([O-:14])=[O:13])[CH:8]=2)[N:3]=1.[C:15]([O:19][C:20]([N:22]1[CH:27]2[CH2:28][CH2:29][CH2:30][CH:23]1[CH2:24][NH:25][CH2:26]2)=[O:21])([CH3:18])([CH3:17])[CH3:16], predict the reaction product. The product is: [C:15]([O:19][C:20]([N:22]1[CH:23]2[CH2:30][CH2:29][CH2:28][CH:27]1[CH2:26][N:25]([C:2]1[CH:11]=[CH:10][C:9]3[C:4](=[CH:5][CH:6]=[C:7]([N+:12]([O-:14])=[O:13])[CH:8]=3)[N:3]=1)[CH2:24]2)=[O:21])([CH3:18])([CH3:16])[CH3:17].